From a dataset of Forward reaction prediction with 1.9M reactions from USPTO patents (1976-2016). Predict the product of the given reaction. (1) The product is: [N:14]1[CH:19]=[CH:18][CH:17]=[C:16]([C:2]2[CH:3]=[C:4]([C:8]3[N:9]=[C:10]([NH2:13])[NH:11][CH:12]=3)[CH:5]=[CH:6][CH:7]=2)[CH:15]=1. Given the reactants Br[C:2]1[CH:3]=[C:4]([C:8]2[N:9]=[C:10]([NH2:13])[NH:11][CH:12]=2)[CH:5]=[CH:6][CH:7]=1.[N:14]1[CH:19]=[CH:18][CH:17]=[C:16](B(O)O)[CH:15]=1, predict the reaction product. (2) Given the reactants COC1C=CC=CC=1O[CH2:6][CH:7]([C:9]1[CH:14]=[CH:13][C:12]([O:15][CH3:16])=[CH:11][CH:10]=1)[OH:8].[O-]S([O-])(=O)=O.[Mg+2], predict the reaction product. The product is: [CH3:16][O:15][C:12]1[CH:13]=[CH:14][C:9]([C:7](=[O:8])[CH3:6])=[CH:10][CH:11]=1. (3) Given the reactants [C:1]1([S:11]([NH2:14])(=[O:13])=[O:12])[C:2]([S:7]([NH2:10])(=[O:9])=[O:8])=[CH:3][CH:4]=[CH:5][CH:6]=1.[S:15]1[C:19]2[CH:20]=[CH:21][CH:22]=[CH:23][C:18]=2[N:17]=[C:16]1[C:24]1[CH:32]=[CH:31][C:27]([C:28](O)=[O:29])=[CH:26][CH:25]=1.C(Cl)CCl, predict the reaction product. The product is: [S:15]1[C:19]2[CH:20]=[CH:21][CH:22]=[CH:23][C:18]=2[N:17]=[C:16]1[C:24]1[CH:32]=[CH:31][C:27]([C:28]([NH:10][S:7]([C:2]2[CH:3]=[CH:4][CH:5]=[CH:6][C:1]=2[S:11](=[O:13])(=[O:12])[NH2:14])(=[O:9])=[O:8])=[O:29])=[CH:26][CH:25]=1. (4) Given the reactants [C:1]1([C:19]2[CH:24]=[CH:23][CH:22]=[CH:21][CH:20]=2)[CH:6]=[CH:5][C:4]([C:7]2[NH:11][C:10]3[CH:12]=[CH:13][CH:14]=[C:15]([C:16]([NH2:18])=O)[C:9]=3[N:8]=2)=[CH:3][CH:2]=1.N1C=CN=C1.P(Cl)(Cl)(Cl)=O, predict the reaction product. The product is: [C:1]1([C:19]2[CH:20]=[CH:21][CH:22]=[CH:23][CH:24]=2)[CH:6]=[CH:5][C:4]([C:7]2[NH:11][C:10]3[CH:12]=[CH:13][CH:14]=[C:15]([C:16]#[N:18])[C:9]=3[N:8]=2)=[CH:3][CH:2]=1. (5) Given the reactants Cl.[CH2:2]([C:6]1[CH:11]=[CH:10][C:9]([C:12]#[C:13][C:14]2[CH:34]=[CH:33][C:17]([CH2:18][NH:19][C:20]3[CH:32]=[CH:31][C:23]4[O:24][C:25]([CH3:30])([CH3:29])[O:26][C:27](=[O:28])[C:22]=4[CH:21]=3)=[CH:16][CH:15]=2)=[CH:8][CH:7]=1)[CH2:3][CH2:4][CH3:5].[CH2:35]([C:41]1[CH:49]=[CH:48][C:44]([C:45](Cl)=[O:46])=[CH:43][CH:42]=1)[CH2:36][CH2:37][CH2:38][CH2:39][CH3:40], predict the reaction product. The product is: [CH2:2]([C:6]1[CH:7]=[CH:8][C:9]([C:12]#[C:13][C:14]2[CH:34]=[CH:33][C:17]([CH2:18][N:19]([C:20]3[CH:32]=[CH:31][C:23]4[O:24][C:25]([CH3:30])([CH3:29])[O:26][C:27](=[O:28])[C:22]=4[CH:21]=3)[C:45](=[O:46])[C:44]3[CH:48]=[CH:49][C:41]([CH2:35][CH2:36][CH2:37][CH2:38][CH2:39][CH3:40])=[CH:42][CH:43]=3)=[CH:16][CH:15]=2)=[CH:10][CH:11]=1)[CH2:3][CH2:4][CH3:5]. (6) Given the reactants [Cl:1][C:2]1[N:6]2[CH:7]=[C:8]([C:15]3[CH:16]=[N:17][CH:18]=[N:19][CH:20]=3)[CH:9]=[C:10]([C:11]([F:14])([F:13])[F:12])[C:5]2=[N:4][C:3]=1[C:21]([N:23]1[CH2:27][CH2:26][CH:25]([C:28]2[CH:33]=[CH:32][CH:31]=[C:30]([F:34])[CH:29]=2)[CH2:24]1)=[O:22].C([SiH](CC)CC)C, predict the reaction product. The product is: [Cl:1][C:2]1[N:6]2[CH:7]=[C:8]([C:15]3[CH2:16][NH:17][CH:18]=[N:19][CH:20]=3)[CH:9]=[C:10]([C:11]([F:13])([F:14])[F:12])[C:5]2=[N:4][C:3]=1[C:21]([N:23]1[CH2:27][CH2:26][CH:25]([C:28]2[CH:33]=[CH:32][CH:31]=[C:30]([F:34])[CH:29]=2)[CH2:24]1)=[O:22]. (7) Given the reactants [C:1]([C:4]1[C:5]([O:23][CH3:24])=[C:6]([C:12]2[CH:17]=[CH:16][C:15]([F:18])=[C:14]([C:19](OC)=[O:20])[CH:13]=2)[C:7]([CH3:11])=[C:8]([Cl:10])[CH:9]=1)(=[O:3])[CH3:2].[NH3:25].CO, predict the reaction product. The product is: [C:1]([C:4]1[C:5]([O:23][CH3:24])=[C:6]([C:12]2[CH:17]=[CH:16][C:15]([F:18])=[C:14]([C:19]([NH2:25])=[O:20])[CH:13]=2)[C:7]([CH3:11])=[C:8]([Cl:10])[CH:9]=1)(=[O:3])[CH3:2]. (8) Given the reactants [H-].[Al+3].[Li+].[H-].[H-].[H-].[CH2:7]([O:9][C:10]([NH:12][C:13]1[C:14](C(OC)=O)=[CH:15][S:16][CH:17]=1)=[O:11])[CH3:8].O.[OH-].[Na+].[C:25]([O:29]C)(C)(C)C, predict the reaction product. The product is: [CH2:7]([O:9][C:10]([NH:12][C:13]1[CH:14]=[CH:15][SH:16]([CH:25]=[O:29])[CH:17]=1)=[O:11])[CH3:8].